Dataset: NCI-60 drug combinations with 297,098 pairs across 59 cell lines. Task: Regression. Given two drug SMILES strings and cell line genomic features, predict the synergy score measuring deviation from expected non-interaction effect. (1) Drug 1: CC1=C(C(CCC1)(C)C)C=CC(=CC=CC(=CC(=O)O)C)C. Drug 2: CCC(=C(C1=CC=CC=C1)C2=CC=C(C=C2)OCCN(C)C)C3=CC=CC=C3.C(C(=O)O)C(CC(=O)O)(C(=O)O)O. Cell line: NCI-H522. Synergy scores: CSS=2.46, Synergy_ZIP=-2.49, Synergy_Bliss=-0.758, Synergy_Loewe=-1.63, Synergy_HSA=-1.47. (2) Drug 1: CC12CCC(CC1=CCC3C2CCC4(C3CC=C4C5=CN=CC=C5)C)O. Drug 2: C1=C(C(=O)NC(=O)N1)N(CCCl)CCCl. Cell line: HOP-92. Synergy scores: CSS=25.3, Synergy_ZIP=-6.49, Synergy_Bliss=-5.88, Synergy_Loewe=-5.80, Synergy_HSA=-4.88.